Predict the product of the given reaction. From a dataset of Forward reaction prediction with 1.9M reactions from USPTO patents (1976-2016). (1) Given the reactants [CH3:1][S:2]([NH:5][CH2:6][C:7]1[C:15]2[S:14](=[O:17])(=[O:16])[N:13]=[C:12]([CH2:18][C:19]([OH:21])=O)[NH:11][C:10]=2[S:9][CH:8]=1)(=[O:4])=[O:3].F[P-](F)(F)(F)(F)F.N1(OC(N(C)C)=[N+](C)C)C2N=CC=CC=2N=N1.CN1CCOCC1.C([O:55][C:56](=O)[CH:57]([CH2:68][C:69]1[CH:74]=[CH:73][CH:72]=[CH:71][CH:70]=1)[CH2:58][NH:59][CH2:60][C:61]1[CH:66]=[CH:65][C:64]([F:67])=[CH:63][CH:62]=1)C.[O-]CC.[Na+].C(O)C, predict the reaction product. The product is: [CH2:68]([CH:57]1[CH2:58][N:59]([CH2:60][C:61]2[CH:62]=[CH:63][C:64]([F:67])=[CH:65][CH:66]=2)[C:19](=[O:21])[C:18]([C:12]2[NH:11][C:10]3[S:9][CH:8]=[C:7]([CH2:6][NH:5][S:2]([CH3:1])(=[O:3])=[O:4])[C:15]=3[S:14](=[O:16])(=[O:17])[N:13]=2)=[C:56]1[OH:55])[C:69]1[CH:70]=[CH:71][CH:72]=[CH:73][CH:74]=1. (2) Given the reactants C[O-].[Na+].[F:4][C:5]1[C:6]([O:14][CH3:15])=[C:7]([C:11](=[NH:13])[NH2:12])[CH:8]=[CH:9][CH:10]=1.O=[C:17]1[CH2:22][CH2:21][CH2:20][CH2:19][CH:18]1[C:23](OC)=[O:24], predict the reaction product. The product is: [F:4][C:5]1[C:6]([O:14][CH3:15])=[C:7]([C:11]2[NH:12][C:17]3[CH2:22][CH2:21][CH2:20][CH2:19][C:18]=3[C:23](=[O:24])[N:13]=2)[CH:8]=[CH:9][CH:10]=1. (3) Given the reactants [O:1]=[C:2]1[NH:6][CH:5]([CH2:7][CH2:8][C:9]([OH:11])=[O:10])[CH:4]([C:12]2[CH:17]=[CH:16][CH:15]=[CH:14][CH:13]=2)[CH2:3]1.[O:18]1[C:23]2[CH:24]=[CH:25][CH:26]=[C:27]([N:28]3[CH2:33][CH2:32][NH:31][CH2:30][CH2:29]3)[C:22]=2[O:21][CH2:20][CH2:19]1.Cl.[OH-].[Na+], predict the reaction product. The product is: [O:18]1[C:23]2[CH:24]=[CH:25][CH:26]=[C:27]([N:28]3[CH2:33][CH2:32][N:31]([C:2](=[O:1])[CH2:3][CH:4]([CH:5]4[NH:6][C:9](=[O:10])[CH2:8][CH2:7]4)[C:12]4[CH:17]=[CH:16][CH:15]=[CH:14][CH:13]=4)[CH2:30][CH2:29]3)[C:22]=2[O:21][CH2:20][CH2:19]1.[O:18]1[C:23]2[CH:24]=[CH:25][CH:26]=[C:27]([N:28]3[CH2:33][CH2:32][N:31]([C:9](=[O:11])[CH2:8][CH2:7][CH:5]4[NH:6][C:2](=[O:1])[CH2:3][CH:4]4[C:12]4[CH:17]=[CH:16][CH:15]=[CH:14][CH:13]=4)[CH2:30][CH2:29]3)[C:22]=2[O:21][CH2:20][CH2:19]1. (4) The product is: [NH2:12][C:6]1[C:7]([I:8])=[C:2]([Cl:1])[N:3]=[C:4]([S:10][CH3:11])[N:5]=1. Given the reactants [Cl:1][C:2]1[C:7]([I:8])=[C:6](Cl)[N:5]=[C:4]([S:10][CH3:11])[N:3]=1.[NH3:12], predict the reaction product. (5) Given the reactants C([N:8]1[CH2:13][CH2:12][C:11]2[C:14]([OH:17])=[N:15][NH:16][C:10]=2[CH2:9]1)C1C=CC=CC=1, predict the reaction product. The product is: [NH:16]1[C:10]2[CH2:9][NH:8][CH2:13][CH2:12][C:11]=2[C:14]([OH:17])=[N:15]1.